The task is: Predict the product of the given reaction.. This data is from Forward reaction prediction with 1.9M reactions from USPTO patents (1976-2016). (1) Given the reactants [CH2:1]([O:3][C:4]1[N:8]([CH2:9][C:10]2[CH:15]=[CH:14][C:13]([C:16]3[CH:21]=[CH:20][CH:19]=[CH:18][C:17]=3[C:22]3[N:26]([C:27]([C:40]4[CH:45]=[CH:44][CH:43]=[CH:42][CH:41]=4)([C:34]4[CH:39]=[CH:38][CH:37]=[CH:36][CH:35]=4)[C:28]4[CH:33]=[CH:32][CH:31]=[CH:30][CH:29]=4)[N:25]=[N:24][N:23]=3)=[CH:12][CH:11]=2)[C:7]2[C:46]([C:50]([OH:52])=[O:51])=[CH:47][CH:48]=[CH:49][C:6]=2[N:5]=1)[CH3:2].[C:53](=[O:65])([O:58][CH:59]1[CH2:64][CH2:63][CH2:62][CH2:61][CH2:60]1)[O:54][CH2:55][CH2:56]Cl.C(=O)([O-])[O-].[K+].[K+], predict the reaction product. The product is: [CH2:1]([O:3][C:4]1[N:8]([CH2:9][C:10]2[CH:11]=[CH:12][C:13]([C:16]3[CH:21]=[CH:20][CH:19]=[CH:18][C:17]=3[C:22]3[N:26]([C:27]([C:28]4[CH:33]=[CH:32][CH:31]=[CH:30][CH:29]=4)([C:40]4[CH:41]=[CH:42][CH:43]=[CH:44][CH:45]=4)[C:34]4[CH:35]=[CH:36][CH:37]=[CH:38][CH:39]=4)[N:25]=[N:24][N:23]=3)=[CH:14][CH:15]=2)[C:7]2[C:46]([C:50]([O:52][CH:55]([O:54][C:53]([O:58][CH:59]3[CH2:64][CH2:63][CH2:62][CH2:61][CH2:60]3)=[O:65])[CH3:56])=[O:51])=[CH:47][CH:48]=[CH:49][C:6]=2[N:5]=1)[CH3:2]. (2) Given the reactants F[C:2]1[CH:10]=[CH:9][C:8]([C:11]2[NH:15][C:14]([C:16]3[CH:21]=[CH:20][CH:19]=[CH:18][CH:17]=3)=[N:13][C:12]=2[C:22]2[CH:27]=[CH:26][N:25]=[CH:24][CH:23]=2)=[CH:7][C:3]=1[C:4]([OH:6])=[O:5].Cl.[NH:29]1[CH2:33][CH2:32][CH2:31][CH2:30]1, predict the reaction product. The product is: [N:29]1([C:2]2[CH:10]=[CH:9][C:8]([C:11]3[NH:15][C:14]([C:16]4[CH:21]=[CH:20][CH:19]=[CH:18][CH:17]=4)=[N:13][C:12]=3[C:22]3[CH:27]=[CH:26][N:25]=[CH:24][CH:23]=3)=[CH:7][C:3]=2[C:4]([OH:6])=[O:5])[CH2:33][CH2:32][CH2:31][CH2:30]1. (3) Given the reactants [C:1]([O:5][C:6]([N:8]1[CH2:13][C@@H:12]([CH2:14][OH:15])[O:11][C@@H:10]([C:16]([OH:18])=[O:17])[CH2:9]1)=[O:7])([CH3:4])([CH3:3])[CH3:2].C(=O)([O-])O.[Na+].[CH2:24](Br)[C:25]1[CH:30]=[CH:29][CH:28]=[CH:27][CH:26]=1.[Cl-].[NH4+], predict the reaction product. The product is: [OH:15][CH2:14][C@@H:12]1[CH2:13][N:8]([C:6]([O:5][C:1]([CH3:4])([CH3:2])[CH3:3])=[O:7])[CH2:9][C@H:10]([C:16]([O:18][CH2:24][C:25]2[CH:30]=[CH:29][CH:28]=[CH:27][CH:26]=2)=[O:17])[O:11]1.